Predict the reaction yield, written as a fraction of the theoretical maximum amount of product (1.0 means a 100% yield; for example, 0.34 means a 34% yield). From a dataset of Reaction yield outcomes from USPTO patents with 853,638 reactions. The reactants are [CH3:1][O:2][C:3]1[CH:8]=[C:7]([CH3:9])[C:6]([NH:10][C:11]([NH:13]/[N:14]=[CH:15]/[C:16]2[CH:21]=[CH:20][C:19]([C:22]3[N:26]=[CH:25][N:24]([C:27]4[CH:32]=[CH:31][C:30]([O:33][C:34]([F:37])([F:36])[F:35])=[CH:29][CH:28]=4)[N:23]=3)=[CH:18][CH:17]=2)=[S:12])=[C:5]([CH3:38])[CH:4]=1.Br[CH2:40][C:41](OC)=[O:42]. The catalyst is CCO.O. The product is [CH3:1][O:2][C:3]1[CH:8]=[C:7]([CH3:9])[C:6]([N:10]2[C:41](=[O:42])[CH2:40][S:12]/[C:11]/2=[N:13]/[N:14]=[CH:15]\[C:16]2[CH:17]=[CH:18][C:19]([C:22]3[N:26]=[CH:25][N:24]([C:27]4[CH:32]=[CH:31][C:30]([O:33][C:34]([F:36])([F:37])[F:35])=[CH:29][CH:28]=4)[N:23]=3)=[CH:20][CH:21]=2)=[C:5]([CH3:38])[CH:4]=1. The yield is 0.760.